Dataset: Forward reaction prediction with 1.9M reactions from USPTO patents (1976-2016). Task: Predict the product of the given reaction. Given the reactants Br[C:2]1[CH:9]=[CH:8][C:5]([CH:6]=[O:7])=[CH:4][C:3]=1[N+:10]([O-:12])=[O:11].CCOC(C)=O.[CH3:19][N:20](C)C=O, predict the reaction product. The product is: [CH:6]([C:5]1[CH:8]=[CH:9][C:2]([C:19]#[N:20])=[C:3]([N+:10]([O-:12])=[O:11])[CH:4]=1)=[O:7].